This data is from Catalyst prediction with 721,799 reactions and 888 catalyst types from USPTO. The task is: Predict which catalyst facilitates the given reaction. (1) Reactant: C([O:8][C:9]1[CH:14]=[CH:13][C:12]([CH2:15][CH2:16]Br)=[CH:11][C:10]=1[F:18])C1C=CC=CC=1.[NH:19]1[CH2:24][CH2:23][O:22][CH2:21][CH2:20]1.C([O-])([O-])=O.[K+].[K+].O. Product: [F:18][C:10]1[CH:11]=[C:12]([CH2:15][CH2:16][N:19]2[CH2:24][CH2:23][O:22][CH2:21][CH2:20]2)[CH:13]=[CH:14][C:9]=1[OH:8]. The catalyst class is: 3. (2) Reactant: [CH3:1][C:2]1[CH:8]=[CH:7][C:6]([N+:9]([O-:11])=[O:10])=[CH:5][C:3]=1[NH2:4].[N:12]([O-])=O.[Na+].[F:16][B-:17]([F:20])([F:19])[F:18].[Na+]. Product: [F:16][B-:17]([F:20])([F:19])[F:18].[CH3:1][C:2]1[CH:8]=[CH:7][C:6]([N+:9]([O-:11])=[O:10])=[CH:5][C:3]=1[N+:4]#[N:12]. The catalyst class is: 126. (3) Reactant: Br[C:2]1[CH:3]=[CH:4][C:5]([N:8]2[Si](C)(C)CC[Si]2(C)C)=[N:6][CH:7]=1.C([Li])CCC.[CH2:22]([S:24]SCC)[CH3:23]. Product: [CH2:22]([S:24][C:2]1[CH:3]=[CH:4][C:5]([NH2:8])=[N:6][CH:7]=1)[CH3:23]. The catalyst class is: 7. (4) Reactant: [CH:1]([NH:4][CH2:5][C:6]1[CH:21]=[CH:20][CH:19]=[CH:18][C:7]=1[O:8][CH2:9][CH2:10][CH2:11][CH2:12][CH2:13][C:14]([O:16][CH3:17])=[O:15])([CH3:3])[CH3:2].[F:22][C:23]([F:35])([F:34])[O:24][C:25]1[CH:33]=[CH:32][C:28]([C:29](O)=[O:30])=[CH:27][CH:26]=1.[CH3:36]N(C(ON1N=NC2C=CC=CC1=2)=[N+](C)C)C.F[P-](F)(F)(F)(F)F.C(N(CC)CC)C. Product: [CH:1]([N:4]([CH2:5][C:6]1[CH:21]=[CH:20][CH:19]=[CH:18][C:7]=1[O:8][CH2:9][CH2:10][CH2:11][CH2:12][CH2:13][C:14]([O:16][CH2:17][CH3:36])=[O:15])[C:29](=[O:30])[C:28]1[CH:32]=[CH:33][C:25]([O:24][C:23]([F:35])([F:34])[F:22])=[CH:26][CH:27]=1)([CH3:3])[CH3:2]. The catalyst class is: 59. (5) Reactant: [O:1]=[C:2]1[N:6]([C:7]([O:9][CH2:10][CH3:11])=[O:8])[C:5]2[CH:12]=[CH:13][CH:14]=[CH:15][C:4]=2[NH:3]1.[H-].[Na+].Br[CH:19]([C:24]1[CH:29]=[CH:28][CH:27]=[CH:26][C:25]=1[O:30][CH3:31])[C:20]([O:22][CH3:23])=[O:21].[Cl-].[NH4+]. Product: [CH3:23][O:22][C:20]([CH:19]([C:24]1[CH:29]=[CH:28][CH:27]=[CH:26][C:25]=1[O:30][CH3:31])[N:3]1[C:4]2[CH:15]=[CH:14][CH:13]=[CH:12][C:5]=2[N:6]([C:7]([O:9][CH2:10][CH3:11])=[O:8])[C:2]1=[O:1])=[O:21]. The catalyst class is: 39. (6) Reactant: [CH2:1]([O:3][C:4]([C:6]1[N:7]=[C:8]([CH:11]2[CH2:16][CH2:15][N:14]([C:17]([N:19]3[CH:23]=[CH:22][N+:21]([CH3:24])=[CH:20]3)=[O:18])[CH2:13][CH2:12]2)[S:9][CH:10]=1)=[O:5])[CH3:2].[N:25]1[CH:30]=[CH:29][CH:28]=[CH:27][C:26]=1N1CCNCC1.C(N(CC)CC)C. Product: [CH2:1]([O:3][C:4]([C:6]1[N:7]=[C:8]([CH:11]2[CH2:16][CH2:15][N:14]([C:17]([N:19]3[CH2:20][CH2:24][N:21]([C:26]4[CH:27]=[CH:28][CH:29]=[CH:30][N:25]=4)[CH2:22][CH2:23]3)=[O:18])[CH2:13][CH2:12]2)[S:9][CH:10]=1)=[O:5])[CH3:2]. The catalyst class is: 4. (7) Product: [CH2:15]([O:14][C:12](=[O:13])/[CH:11]=[CH:47]/[C:44]1[CH:45]=[CH:46][C:41]([C@@H:38]2[CH2:39][CH2:40][C@H:36]([N:23]([C:22]([O:21][C:17]([CH3:18])([CH3:20])[CH3:19])=[O:49])[C@@H:24]([C:26]3[C:35]4[C:30](=[CH:31][CH:32]=[CH:33][CH:34]=4)[CH:29]=[CH:28][CH:27]=3)[CH3:25])[CH2:37]2)=[CH:42][CH:43]=1)[CH3:16]. The catalyst class is: 7. Reactant: [H-].[Na+].C(OP([CH2:11][C:12]([O:14][CH2:15][CH3:16])=[O:13])(OCC)=O)C.[C:17]([O:21][C:22](=[O:49])[N:23]([C@H:36]1[CH2:40][CH2:39][C@@H:38]([C:41]2[CH:46]=[CH:45][C:44]([CH:47]=O)=[CH:43][CH:42]=2)[CH2:37]1)[C@@H:24]([C:26]1[C:35]2[C:30](=[CH:31][CH:32]=[CH:33][CH:34]=2)[CH:29]=[CH:28][CH:27]=1)[CH3:25])([CH3:20])([CH3:19])[CH3:18].[Cl-].[NH4+]. (8) Reactant: [Br:1][C:2]1[N:3]=[CH:4][C:5]([C:12](OC)=[O:13])=[N:6][C:7]=1[CH2:8][CH:9]([CH3:11])[CH3:10].CC(C[AlH]CC(C)C)C.Cl. Product: [Br:1][C:2]1[N:3]=[CH:4][C:5]([CH2:12][OH:13])=[N:6][C:7]=1[CH2:8][CH:9]([CH3:10])[CH3:11]. The catalyst class is: 7.